Dataset: Full USPTO retrosynthesis dataset with 1.9M reactions from patents (1976-2016). Task: Predict the reactants needed to synthesize the given product. (1) The reactants are: [F:1][C:2]1[CH:7]=[C:6]([F:8])[C:5]([F:9])=[CH:4][C:3]=1[CH2:10][C:11](O)=[O:12].[H-].[H-].[H-].[H-].[Li+].[Al+3]. Given the product [F:1][C:2]1[CH:7]=[C:6]([F:8])[C:5]([F:9])=[CH:4][C:3]=1[CH2:10][CH2:11][OH:12], predict the reactants needed to synthesize it. (2) Given the product [CH3:18][N:15]1[CH2:14][CH2:13][N:12]([C:10]([C:2]2[NH:1][C:9]3[C:4]([C:3]=2[CH2:19][N:21]2[CH2:25][CH2:24][CH2:23][CH2:22]2)=[CH:5][CH:6]=[CH:7][CH:8]=3)=[O:11])[CH2:17][CH2:16]1, predict the reactants needed to synthesize it. The reactants are: [NH:1]1[C:9]2[C:4](=[CH:5][CH:6]=[CH:7][CH:8]=2)[CH:3]=[C:2]1[C:10]([N:12]1[CH2:17][CH2:16][N:15]([CH3:18])[CH2:14][CH2:13]1)=[O:11].[CH2:19]=O.[NH:21]1[CH2:25][CH2:24][CH2:23][CH2:22]1.[OH-].[Na+]. (3) Given the product [OH:8][C:9]1[CH:10]=[CH:11][C:12]2[N:31]=[C:16]([CH2:17][O:18][C:19]3[CH:20]=[C:21]([CH:26]=[CH:27][CH:28]=3)[C:22]([O:24][CH3:25])=[O:23])[N:15]([CH3:30])[C:13]=2[CH:14]=1, predict the reactants needed to synthesize it. The reactants are: C([O:8][C:9]1[CH:10]=[CH:11][C:12]([N+:31]([O-])=O)=[C:13]([N:15]([CH3:30])[C:16](=O)[CH2:17][O:18][C:19]2[CH:20]=[C:21]([CH:26]=[CH:27][CH:28]=2)[C:22]([O:24][CH3:25])=[O:23])[CH:14]=1)C1C=CC=CC=1.[H][H]. (4) Given the product [C:1]([O:5][C:6](=[O:16])[NH:7][C:8]1([C:11]2[O:12][C:13]([I:17])=[CH:14][CH:15]=2)[CH2:9][CH2:10]1)([CH3:4])([CH3:2])[CH3:3], predict the reactants needed to synthesize it. The reactants are: [C:1]([O:5][C:6](=[O:16])[NH:7][C:8]1([C:11]2[O:12][CH:13]=[CH:14][CH:15]=2)[CH2:10][CH2:9]1)([CH3:4])([CH3:3])[CH3:2].[I:17]N1C(=O)CCC1=O. (5) Given the product [C:1]([C:5]1[CH:23]=[CH:22][C:21]([OH:24])=[CH:20][C:6]=1/[CH:7]=[C:8]1\[N:9]=[C:10]([C:14]2[CH:19]=[CH:18][CH:17]=[CH:16][CH:15]=2)[O:11][C:12]\1=[O:13])([CH3:4])([CH3:2])[CH3:3], predict the reactants needed to synthesize it. The reactants are: [C:1]([C:5]1[CH:23]=[CH:22][C:21]([O:24][Si](C(C)(C)C)(C)C)=[CH:20][C:6]=1/[CH:7]=[C:8]1\[N:9]=[C:10]([C:14]2[CH:19]=[CH:18][CH:17]=[CH:16][CH:15]=2)[O:11][C:12]\1=[O:13])([CH3:4])([CH3:3])[CH3:2].CO[Si](C)(C)C. (6) Given the product [CH3:17][O:5][C:4](=[O:6])[C:3]1[CH:7]=[C:8]([Br:11])[CH:9]=[CH:10][C:2]=1[NH2:1], predict the reactants needed to synthesize it. The reactants are: [NH2:1][C:2]1[CH:10]=[CH:9][C:8]([Br:11])=[CH:7][C:3]=1[C:4]([OH:6])=[O:5].OS(O)(=O)=O.[CH3:17]O. (7) Given the product [NH2:8][C:6]1[CH:7]=[C:2]([CH2:45][CH2:44][CH:43]=[O:46])[CH:3]=[CH:4][C:5]=1[N+:9]([O-:11])=[O:10], predict the reactants needed to synthesize it. The reactants are: Br[C:2]1[CH:3]=[CH:4][C:5]([N+:9]([O-:11])=[O:10])=[C:6]([NH2:8])[CH:7]=1.C1(C)C=CC=CC=1P(C1C=CC=CC=1C)C1C=CC=CC=1C.C(N(C(C)C)C(C)C)C.[CH2:43]([OH:46])[CH:44]=[CH2:45]. (8) Given the product [Br:8][C:5]1[CH:6]=[CH:7][C:2]2[NH:1][C:12](=[O:13])[CH:11]([CH3:17])[O:9][C:3]=2[CH:4]=1, predict the reactants needed to synthesize it. The reactants are: [NH2:1][C:2]1[CH:7]=[CH:6][C:5]([Br:8])=[CH:4][C:3]=1[OH:9].Br[CH:11]([CH3:17])[C:12](OCC)=[O:13]. (9) Given the product [CH3:22][O:21][C:18]1[CH:19]=[CH:20][C:15]([CH2:14][CH2:13][C:11]2[NH:10][N:9]=[C:8]([C:6]([OH:7])=[O:5])[CH:12]=2)=[CH:16][CH:17]=1, predict the reactants needed to synthesize it. The reactants are: [OH-].[Na+].C([O:5][C:6]([C:8]1[CH:12]=[C:11]([CH2:13][CH2:14][C:15]2[CH:20]=[CH:19][C:18]([O:21][CH3:22])=[CH:17][CH:16]=2)[NH:10][N:9]=1)=[O:7])C. (10) Given the product [Cl:1][C:2]1[CH:3]=[N:4][C:5]([C:8]2[N:21]=[C:20]([C:22]3[CH:27]=[CH:26][C:25]([CH2:28][CH:29]([CH3:31])[CH3:30])=[CH:24][CH:23]=3)[O:19][N:9]=2)=[N:6][CH:7]=1, predict the reactants needed to synthesize it. The reactants are: [Cl:1][C:2]1[CH:3]=[N:4][C:5]([C:8]#[N:9])=[N:6][CH:7]=1.ClC1C=CC(C2[N:21]=[C:20]([C:22]3[CH:27]=[CH:26][C:25]([CH2:28][CH:29]([CH3:31])[CH3:30])=[CH:24][CH:23]=3)[O:19]N=2)=CN=1.